From a dataset of Forward reaction prediction with 1.9M reactions from USPTO patents (1976-2016). Predict the product of the given reaction. (1) Given the reactants [CH:1]([NH:4][C:5]([C:7]1[C:15]2[C:10](=[N:11][CH:12]=[C:13]([C:16]3[C:24]4[C:19](=[CH:20][CH:21]=[C:22]([O:25][Si:26]([C:29]([CH3:32])([CH3:31])[CH3:30])([CH3:28])[CH3:27])[CH:23]=4)[N:18]([CH3:33])[N:17]=3)[N:14]=2)[N:9](COCC[Si](C)(C)C)[CH:8]=1)=[O:6])([CH3:3])[CH3:2].FC(F)(F)C(O)=O.C(N)CN, predict the reaction product. The product is: [CH:1]([NH:4][C:5]([C:7]1[C:15]2[C:10](=[N:11][CH:12]=[C:13]([C:16]3[C:24]4[C:19](=[CH:20][CH:21]=[C:22]([O:25][Si:26]([C:29]([CH3:30])([CH3:32])[CH3:31])([CH3:28])[CH3:27])[CH:23]=4)[N:18]([CH3:33])[N:17]=3)[N:14]=2)[NH:9][CH:8]=1)=[O:6])([CH3:3])[CH3:2]. (2) Given the reactants I[C:2]1([C:7]2[S:8][CH:9]=[CH:10][CH:11]=2)[CH2:6][CH:5]=[CH:4][S:3]1.C([Sn](CCCC)(CCCC)[C:17]1[S:21][C:20]([C:22]2[S:23][C:24]([Sn](CCCC)(CCCC)CCCC)=[CH:25][C:26]=2[P:27]([O:34][CH2:35][CH2:36][CH2:37][CH3:38])([O:29][CH2:30][CH2:31][CH2:32][CH3:33])=[O:28])=[CH:19][C:18]=1P(OCCCC)(OCCCC)=O)CCC.[Cu]C#N.[F-].[K+], predict the reaction product. The product is: [CH2:35]([O:34][P:27]([C:5]1[CH:6]=[C:2]([C:7]2[S:8][C:9]([C:24]3[S:23][CH:22]=[CH:26][CH:25]=3)=[CH:10][CH:11]=2)[S:3][C:4]=1[C:24]1[S:23][C:22]([C:20]2[S:21][C:17]([C:20]3[S:21][CH:17]=[CH:18][CH:19]=3)=[CH:18][CH:19]=2)=[C:26]([P:27]([O:29][CH2:30][CH2:31][CH2:32][CH3:33])([O:34][CH2:35][CH2:36][CH2:37][CH3:38])=[O:28])[CH:25]=1)([O:29][CH2:30][CH2:31][CH2:32][CH3:33])=[O:28])[CH2:36][CH2:37][CH3:38].